This data is from Full USPTO retrosynthesis dataset with 1.9M reactions from patents (1976-2016). The task is: Predict the reactants needed to synthesize the given product. Given the product [F:14][C:15]1[CH:16]=[C:17]2[C:24]([C:25]3[N:26]=[N:27][C:7]([C:2]([CH3:1])([CH3:13])[C:3]([O:5][CH3:6])=[O:4])=[C:8]([OH:10])[N:28]=3)=[N:23][N:22]([CH2:29][C:30]3[CH:35]=[CH:34][C:33]([O:36][CH3:37])=[CH:32][CH:31]=3)[C:18]2=[N:19][C:20]=1[CH3:21], predict the reactants needed to synthesize it. The reactants are: [CH3:1][C:2]([CH3:13])([C:7](=O)[C:8]([O:10]C)=O)[C:3]([O:5][CH3:6])=[O:4].[F:14][C:15]1[CH:16]=[C:17]2[C:24]([C:25](=[NH:28])[NH:26][NH2:27])=[N:23][N:22]([CH2:29][C:30]3[CH:35]=[CH:34][C:33]([O:36][CH3:37])=[CH:32][CH:31]=3)[C:18]2=[N:19][C:20]=1[CH3:21].